From a dataset of Catalyst prediction with 721,799 reactions and 888 catalyst types from USPTO. Predict which catalyst facilitates the given reaction. (1) Reactant: [C:1]([O:5][C:6]([N:8]1[CH2:17][C:16]([CH3:19])([CH3:18])[C:15]2[C:10](=[CH:11][C:12]([NH:20][C:21]([C:23]3[C:24](F)=[N:25][CH:26]=[CH:27][CH:28]=3)=[O:22])=[CH:13][CH:14]=2)[CH2:9]1)=[O:7])([CH3:4])([CH3:3])[CH3:2].Cl.Cl.[NH:32]1[C:36]2=[N:37][CH:38]=[CH:39][C:40]([CH2:41][NH2:42])=[C:35]2[CH:34]=[CH:33]1.CCN(C(C)C)C(C)C. Product: [C:1]([O:5][C:6]([N:8]1[CH2:17][C:16]([CH3:19])([CH3:18])[C:15]2[C:10](=[CH:11][C:12]([NH:20][C:21]([C:23]3[C:24]([NH:42][CH2:41][C:40]4[CH:39]=[CH:38][N:37]=[C:36]5[NH:32][CH:33]=[CH:34][C:35]=45)=[N:25][CH:26]=[CH:27][CH:28]=3)=[O:22])=[CH:13][CH:14]=2)[CH2:9]1)=[O:7])([CH3:4])([CH3:3])[CH3:2]. The catalyst class is: 107. (2) Reactant: [C:1]([O:5][C:6]([N:8]([CH3:54])[C@@H:9]([CH3:53])[C:10]([NH:12][C@@H:13]([C:49]([CH3:52])([CH3:51])[CH3:50])[C:14]([N:16]1[C@H:25]([C:26]([N:28]([CH2:38][C:39]2[CH:48]=[CH:47][C:42]([C:43]([O:45]C)=[O:44])=[CH:41][CH:40]=2)[C@@H:29]([C:31]2[CH:36]=[CH:35][C:34]([F:37])=[CH:33][CH:32]=2)[CH3:30])=[O:27])[CH2:24][C:23]2[C:18](=[CH:19][CH:20]=[CH:21][CH:22]=2)[CH2:17]1)=[O:15])=[O:11])=[O:7])([CH3:4])([CH3:3])[CH3:2].[Li+].[OH-].Cl. Product: [C:1]([O:5][C:6]([N:8]([CH3:54])[C@@H:9]([CH3:53])[C:10]([NH:12][C@@H:13]([C:49]([CH3:52])([CH3:51])[CH3:50])[C:14]([N:16]1[C@H:25]([C:26]([N:28]([CH2:38][C:39]2[CH:40]=[CH:41][C:42]([C:43]([OH:45])=[O:44])=[CH:47][CH:48]=2)[C@@H:29]([C:31]2[CH:32]=[CH:33][C:34]([F:37])=[CH:35][CH:36]=2)[CH3:30])=[O:27])[CH2:24][C:23]2[C:18](=[CH:19][CH:20]=[CH:21][CH:22]=2)[CH2:17]1)=[O:15])=[O:11])=[O:7])([CH3:4])([CH3:3])[CH3:2]. The catalyst class is: 36. (3) Reactant: [F:1][C:2]1[CH:10]=[CH:9][C:5]([C:6](O)=[O:7])=[CH:4][C:3]=1[N+:11]([O-:13])=[O:12].CN(C)C=O.C(Cl)(=O)C([Cl:22])=O. Product: [F:1][C:2]1[CH:10]=[CH:9][C:5]([C:6]([Cl:22])=[O:7])=[CH:4][C:3]=1[N+:11]([O-:13])=[O:12]. The catalyst class is: 4. (4) Reactant: [CH2:1]([O:3][CH:4]1[CH2:9][CH2:8][N:7]([C:10]2[CH:15]=[CH:14][C:13]([C:16]3[S:20][C:19]([NH2:21])=[N:18][N:17]=3)=[CH:12][CH:11]=2)[CH2:6][CH2:5]1)[CH3:2].Br[CH2:23][C:24]([C:26]1[CH:36]=[CH:35][C:29]([C:30]([O:32][CH2:33][CH3:34])=[O:31])=[CH:28][CH:27]=1)=O.C(OC(C)C)(C)C. Product: [CH2:1]([O:3][CH:4]1[CH2:9][CH2:8][N:7]([C:10]2[CH:11]=[CH:12][C:13]([C:16]3[S:20][C:19]4=[N:21][C:24]([C:26]5[CH:36]=[CH:35][C:29]([C:30]([O:32][CH2:33][CH3:34])=[O:31])=[CH:28][CH:27]=5)=[CH:23][N:18]4[N:17]=3)=[CH:14][CH:15]=2)[CH2:6][CH2:5]1)[CH3:2]. The catalyst class is: 8.